This data is from Full USPTO retrosynthesis dataset with 1.9M reactions from patents (1976-2016). The task is: Predict the reactants needed to synthesize the given product. (1) Given the product [Cl:1][C:2]1[CH:3]=[CH:4][CH:5]=[C:6]2[C:10]=1[N:9]([CH2:11][CH:12]1[CH2:13][CH2:14][CH2:15][CH2:16][CH2:17]1)[CH:8]=[C:7]2[C:20]([C:19]([F:30])([F:29])[F:18])=[O:21], predict the reactants needed to synthesize it. The reactants are: [Cl:1][C:2]1[CH:3]=[CH:4][CH:5]=[C:6]2[C:10]=1[N:9]([CH2:11][CH:12]1[CH2:17][CH2:16][CH2:15][CH2:14][CH2:13]1)[CH:8]=[CH:7]2.[F:18][C:19]([F:30])([F:29])[C:20](O[C:20](=[O:21])[C:19]([F:30])([F:29])[F:18])=[O:21]. (2) Given the product [Cl:1][C:2]1[CH:3]=[CH:4][C:5]([O:38][CH:39]([F:41])[F:40])=[C:6]([C:8]2[C:13]([O:14][CH3:15])=[CH:12][N:11]([CH:16]([CH2:33][CH:34]([CH3:36])[CH3:35])[C:17]([NH:19][C:20]3[CH:32]=[CH:31][C:23]([C:24]([OH:26])=[O:25])=[CH:22][CH:21]=3)=[O:18])[C:10](=[O:37])[CH:9]=2)[CH:7]=1, predict the reactants needed to synthesize it. The reactants are: [Cl:1][C:2]1[CH:3]=[CH:4][C:5]([O:38][CH:39]([F:41])[F:40])=[C:6]([C:8]2[C:13]([O:14][CH3:15])=[CH:12][N:11]([CH:16]([CH2:33][CH:34]([CH3:36])[CH3:35])[C:17]([NH:19][C:20]3[CH:32]=[CH:31][C:23]([C:24]([O:26]C(C)(C)C)=[O:25])=[CH:22][CH:21]=3)=[O:18])[C:10](=[O:37])[CH:9]=2)[CH:7]=1.C(O)(C(F)(F)F)=O. (3) Given the product [F:16][C:17]1[CH:22]=[CH:21][C:20]([C:2]2[CH:7]=[CH:6][N:5]=[CH:4][C:3]=2[NH:8][CH2:9][C:10]2[O:11][CH:12]=[C:13]([CH3:15])[N:14]=2)=[C:19]([O:26][CH3:27])[CH:18]=1, predict the reactants needed to synthesize it. The reactants are: I[C:2]1[CH:7]=[CH:6][N:5]=[CH:4][C:3]=1[NH:8][CH2:9][C:10]1[O:11][CH:12]=[C:13]([CH3:15])[N:14]=1.[F:16][C:17]1[CH:22]=[CH:21][C:20](B(O)O)=[C:19]([O:26][CH3:27])[CH:18]=1. (4) Given the product [CH3:25][S:26]([N:22]1[CH2:23][CH2:24][CH:19]([C:17]([C:11]2[CH:12]=[CH:13][CH:14]=[CH:15][CH:16]=2)=[O:18])[CH2:20][CH2:21]1)(=[O:28])=[O:27], predict the reactants needed to synthesize it. The reactants are: CCN(C(C)C)C(C)C.Cl.[C:11]1([C:17]([CH:19]2[CH2:24][CH2:23][NH:22][CH2:21][CH2:20]2)=[O:18])[CH:16]=[CH:15][CH:14]=[CH:13][CH:12]=1.[CH3:25][S:26](Cl)(=[O:28])=[O:27]. (5) Given the product [C:1]([C:5]1[CH:6]=[CH:7][C:8]([CH3:21])=[C:9]([NH:11][C:12]2[C:17]([O:18][CH3:19])=[CH:16][N:15]=[C:14]([N:34]3[CH2:35][CH2:36][CH:31]([CH2:30][C:27]4[CH:26]=[CH:25][N:24]=[CH:29][CH:28]=4)[CH2:32][CH2:33]3)[N:13]=2)[CH:10]=1)([CH3:4])([CH3:3])[CH3:2], predict the reactants needed to synthesize it. The reactants are: [C:1]([C:5]1[CH:6]=[CH:7][C:8]([CH3:21])=[C:9]([NH:11][C:12]2[C:17]([O:18][CH3:19])=[CH:16][N:15]=[C:14](Cl)[N:13]=2)[CH:10]=1)([CH3:4])([CH3:3])[CH3:2].Cl.Cl.[NH:24]1[CH2:29][CH2:28][CH:27]([CH2:30][C:31]2[CH:36]=[CH:35][N:34]=[CH:33][CH:32]=2)[CH2:26][CH2:25]1.C(N(C(C)C)CC)(C)C. (6) Given the product [CH:15]12[CH2:24][CH:19]3[CH2:20][CH:21]([CH2:23][CH:17]([CH2:18]3)[CH:16]1[NH:25][C:26]([N:28]1[CH2:33][CH2:32][C:31]3([C:42]4[C:37](=[CH:38][CH:39]=[CH:40][CH:41]=4)[CH2:36][N:35]([S:2]([CH3:1])(=[O:4])=[O:3])[CH2:34]3)[CH2:30][CH2:29]1)=[O:27])[CH2:22]2, predict the reactants needed to synthesize it. The reactants are: [CH3:1][S:2](Cl)(=[O:4])=[O:3].CCN(C(C)C)C(C)C.[CH:15]12[CH2:24][CH:19]3[CH2:20][CH:21]([CH2:23][CH:17]([CH2:18]3)[CH:16]1[NH:25][C:26]([N:28]1[CH2:33][CH2:32][C:31]3([C:42]4[C:37](=[CH:38][CH:39]=[CH:40][CH:41]=4)[CH2:36][NH:35][CH2:34]3)[CH2:30][CH2:29]1)=[O:27])[CH2:22]2.Cl.